From a dataset of Reaction yield outcomes from USPTO patents with 853,638 reactions. Predict the reaction yield, written as a fraction of the theoretical maximum amount of product (1.0 means a 100% yield; for example, 0.34 means a 34% yield). (1) The reactants are [Cl:1][C:2]1[CH:14]=[CH:13][C:12]([CH3:15])=[CH:11][C:3]=1[O:4][CH2:5][CH2:6][C:7]([O:9]C)=O.FC(F)(F)S(O)(=O)=O. The catalyst is O. The product is [Cl:1][C:2]1[CH:14]=[CH:13][C:12]([CH3:15])=[C:11]2[C:3]=1[O:4][CH2:5][CH2:6][C:7]2=[O:9]. The yield is 0.960. (2) The reactants are [NH2:1][CH2:2][CH2:3][O:4][CH2:5][CH2:6][C:7]([OH:9])=[O:8].[OH-].[Na+].[CH3:12][C:13]([O:16][C:17](O[C:17]([O:16][C:13]([CH3:15])([CH3:14])[CH3:12])=[O:18])=[O:18])([CH3:15])[CH3:14]. The catalyst is O. The product is [C:13]([O:16][C:17]([NH:1][CH2:2][CH2:3][O:4][CH2:5][CH2:6][C:7]([OH:9])=[O:8])=[O:18])([CH3:15])([CH3:14])[CH3:12]. The yield is 0.300. (3) The reactants are COC(C1N=C2N(CC(N3CC(C)CC(C)C3)=O)C=C(CSC)N2C(=O)C=1O)=O.[Cl:30][C:31]1[CH:32]=[C:33]([CH:38]=[CH:39][CH:40]=1)[C:34]([O:36]O)=[O:35]. The catalyst is ClCCl. The product is [Cl:30][C:31]1[CH:32]=[C:33]([CH:38]=[CH:39][CH:40]=1)[C:34]([OH:36])=[O:35]. The yield is 1.00. (4) The catalyst is C(OCC)(=O)C.O1CCOCC1. The product is [ClH:47].[CH:17]1([N:14]2[CH2:13][CH2:12][C:11]([S:20]([C:23]3[CH:24]=[CH:25][C:26]([C:29]4[CH:34]=[CH:33][C:32]([CH2:35][CH2:36][C:37]([F:43])([F:42])[C:38]([F:39])([F:40])[F:41])=[CH:31][CH:30]=4)=[CH:27][CH:28]=3)(=[O:22])=[O:21])([C:9]([NH:8][OH:7])=[O:10])[CH2:16][CH2:15]2)[CH2:18][CH2:19]1. The reactants are O1CCCCC1[O:7][NH:8][C:9]([C:11]1([S:20]([C:23]2[CH:28]=[CH:27][C:26]([C:29]3[CH:34]=[CH:33][C:32]([CH2:35][CH2:36][C:37]([F:43])([F:42])[C:38]([F:41])([F:40])[F:39])=[CH:31][CH:30]=3)=[CH:25][CH:24]=2)(=[O:22])=[O:21])[CH2:16][CH2:15][N:14]([CH:17]2[CH2:19][CH2:18]2)[CH2:13][CH2:12]1)=[O:10].C(O)C.[ClH:47]. The yield is 0.320. (5) The reactants are [CH3:1][C:2]([OH:5])([CH3:4])[CH3:3].[CH3:6][O:7][C:8]1[CH:9]=[CH:10][C:11]2[N:17]3[CH:18]=[N:19][C:20]([C:21](OCC)=[O:22])=[C:16]3[C@@H:15]3[CH2:26][CH2:27][CH2:28][N:14]3[C:13](=[O:29])[C:12]=2[CH:30]=1. No catalyst specified. The product is [CH3:6][O:7][C:8]1[CH:9]=[CH:10][C:11]2[N:17]3[CH:18]=[N:19][C:20]([C:21]([O:5][C:2]([CH3:4])([CH3:3])[CH3:1])=[O:22])=[C:16]3[C@@H:15]3[CH2:26][CH2:27][CH2:28][N:14]3[C:13](=[O:29])[C:12]=2[CH:30]=1. The yield is 0.300. (6) The reactants are [F:1][C:2]1[CH:24]=[CH:23][CH:22]=[CH:21][C:3]=1[CH2:4][C@H:5]1[CH2:10][C@H:9]([C:11]2[O:15][NH:14][C:13](=[O:16])[CH:12]=2)[CH2:8][CH2:7][N:6]1[C:17]([O:19][CH3:20])=[O:18].CCO.C(#N)C. The catalyst is C(=O)=O. The product is [F:1][C:2]1[CH:24]=[CH:23][CH:22]=[CH:21][C:3]=1[CH2:4][C@@H:5]1[CH2:10][C@@H:9]([C:11]2[O:15][NH:14][C:13](=[O:16])[CH:12]=2)[CH2:8][CH2:7][N:6]1[C:17]([O:19][CH3:20])=[O:18].[F:1][C:2]1[CH:24]=[CH:23][CH:22]=[CH:21][C:3]=1[CH2:4][C@H:5]1[CH2:10][C@H:9]([C:11]2[O:15][NH:14][C:13](=[O:16])[CH:12]=2)[CH2:8][CH2:7][N:6]1[C:17]([O:19][CH3:20])=[O:18]. The yield is 0.430. (7) The reactants are [F:1][C:2]1[CH:7]=[CH:6][C:5]([O:8][CH3:9])=[CH:4][C:3]=1[C:10]1[CH:15]=[CH:14][C:13]([C:16]([O:18][CH3:19])=[O:17])=[CH:12][C:11]=1[CH:20]1[CH:24]([CH3:25])[CH2:23][CH:22]=[CH:21]1. The catalyst is [Pd].CCOC(C)=O. The product is [F:1][C:2]1[CH:7]=[CH:6][C:5]([O:8][CH3:9])=[CH:4][C:3]=1[C:10]1[CH:15]=[CH:14][C:13]([C:16]([O:18][CH3:19])=[O:17])=[CH:12][C:11]=1[CH:20]1[CH2:21][CH2:22][CH2:23][CH:24]1[CH3:25]. The yield is 0.990. (8) The reactants are [Cl:1][CH2:2][CH2:3][CH2:4][CH2:5][CH2:6][CH2:7][OH:8].[CH2:9](Br)[C:10]1[CH:15]=[CH:14][CH:13]=[CH:12][CH:11]=1.[H-].[Na+]. The catalyst is C1COCC1. The product is [CH2:9]([O:8][CH2:7][CH2:6][CH2:5][CH2:4][CH2:3][CH2:2][Cl:1])[C:10]1[CH:15]=[CH:14][CH:13]=[CH:12][CH:11]=1. The yield is 0.700. (9) The reactants are [NH2:1][C:2]1[C:3]([CH3:9])=[N:4][N:5]([CH3:8])[C:6]=1[CH3:7].C(N(CC)CC)C.[C:17](Cl)(=[O:19])[CH3:18]. No catalyst specified. The product is [C:17]([NH:1][C:2]1[C:3]([CH3:9])=[N:4][N:5]([CH3:8])[C:6]=1[CH3:7])(=[O:19])[CH3:18]. The yield is 0.720.